Dataset: Peptide-MHC class II binding affinity with 134,281 pairs from IEDB. Task: Regression. Given a peptide amino acid sequence and an MHC pseudo amino acid sequence, predict their binding affinity value. This is MHC class II binding data. (1) The peptide sequence is RLEDGSPRTGQIFKQ. The MHC is DRB5_0101 with pseudo-sequence DRB5_0101. The binding affinity (normalized) is 0.128. (2) The peptide sequence is GTILVKVEYKGEDAP. The MHC is DRB1_0802 with pseudo-sequence DRB1_0802. The binding affinity (normalized) is 0.279. (3) The peptide sequence is PTPVNIIGRNMLTQIGC. The MHC is DRB1_1001 with pseudo-sequence DRB1_1001. The binding affinity (normalized) is 0.350. (4) The peptide sequence is DVKFPGPGQIVGGVY. The MHC is HLA-DQA10501-DQB10301 with pseudo-sequence HLA-DQA10501-DQB10301. The binding affinity (normalized) is 0.421.